Dataset: Experimentally validated miRNA-target interactions with 360,000+ pairs, plus equal number of negative samples. Task: Binary Classification. Given a miRNA mature sequence and a target amino acid sequence, predict their likelihood of interaction. (1) The miRNA is hsa-miR-593-5p with sequence AGGCACCAGCCAGGCAUUGCUCAGC. Result: 0 (no interaction). The protein sequence of the target gene is MASRGKTETSKLKQNLEEQLDRLMQQLQDLEECREELDTDEYEETKKETLEQLSEFNDSLKKIMSGNMTLVDELSGMQLAIQAAISQAFKTPEVIRLFAKKQPGQLRTRLAEMDRDLMVGKLERDLYTQQKVEILTALRKLGEKLTADDEAFLSANAGAILSQFEKVSTDLGSGDKILALASFEVEKTKK. (2) The miRNA is cel-miR-268 with sequence GGCAAGAAUUAGAAGCAGUUUGGU. The protein sequence of the target gene is MAGFLDNFRWPECECIDWSERRNAVASVVAGILFFTGWWIMIDAAVVYPKPEQLNHAFHTCGVFSTLAFFMINAVSNAQVRGDSYESGCLGRTGARVWLFIGFMLMFGSLIASMWILFGAYVTQNTDVYPGLAVFFQNALIFFSTLIYKFGRTEELWT. Result: 0 (no interaction). (3) The miRNA is mmu-miR-544-5p with sequence UCUUGUUAAAAAGCAGAGUCU. The protein sequence of the target gene is MDDTADGVKMDAGEVTLVNHGSTFRTHRPPQSGFPEEQLLLSDQQSLPFRQGTLDGSFTCSTRSPAYRPDYHSDNPSSDSFLGSGDVRTFGQSANGQWRNSTPASGSAPQKPRNSRSLCLETRKTSSGLSNTFVGKSNHHCHMSAYEKSFPIKPAPSPSWSGSCRRSLLSPKKTQRRHFSTAEETVQEEEKEIYRQLLQMVTGKQFCVAKPTTHFPLRLSRCLSSNKNSLKDSLLRNGNSCASHVIGSDTSSSGSASILTAQEQLSHSAHSLSSGTPDVAFGSKDSDPHHHLAAPHQPNS.... Result: 0 (no interaction). (4) The miRNA is hsa-miR-4636 with sequence AACUCGUGUUCAAAGCCUUUAG. The protein sequence of the target gene is MRRVVRQSKFRHVFGQAVKNDQCYDDIRVSRVTWDSSFCAVNPRFVAIIIEASGGGAFLVLPLHKTGRIDKSYPTVCGHTGPVLDIDWCPHNDQVIASGSEDCTVMVWQIPENGLTLSLTEPVVILEGHSKRVGIVAWHPTARNVLLSAGCDNAIIIWNVGTGEALINLDDMHSDMIYNVSWNRNGSLICTASKDKKVRVIDPRKQEIVAEKEKAHEGARPMRAIFLADGNVFTTGFSRMSERQLALWNPKNMQEPIALHEMDTSNGVLLPFYDPDTSIIYLCGKGDSSIRYFEITDESP.... Result: 0 (no interaction). (5) The miRNA is hsa-miR-4500 with sequence UGAGGUAGUAGUUUCUU. The protein sequence of the target gene is MERKDFETWLDNISVTFLSLTDLQKNETLDHLISLSGAVQLRHLSNNLETLLKRDFLKLLPLELSFYLLKWLDPQTLLTCCLVSKQWNKVISACTEVWQTACKNLGWQIDDSVQDALHWKKVYLKAILRMKQLEDHEAFETSSLIGHSARVYALYYKDGLLCTGSDDLSAKLWDVSTGQCVYGIQTHTCAAVKFDEQKLVTGSFDNTVACWEWSSGARTQHFRGHTGAVFSVDYNDELDILVSGSADFTVKVWALSAGTCLNTLTGHTEWVTKVVLQKCKVKSLLHSPGDYILLSADKYE.... Result: 1 (interaction). (6) The miRNA is mmu-miR-758-3p with sequence UUUGUGACCUGGUCCACUA. The protein sequence of the target gene is MDEDNLETALQTYRAQLQQVELALGAGLDASEQADLRQLQGDLKELIELTEASLLSVRKSKLLSTVDQESPAQEDAEYLAFQKAIAEEVEAPGAPCNDSETAPGSEVQPGSTSSALEEEEEDPDLEELSGAKVNAPYYSAWGTLEYHNAMVVGAEEAEDGSACVRVLYLYPTHKSLKPCPFFLEGKCRFKENCRFSHGQVVSVDELRPFQDPDLSLLQTGSACLAKHQDGLWHPARITDVDNGYYTVKFDSLLLKEAVVEGDSILPPLRTEATESSDSDTGDASDSSYARVVEPSTVDTG.... Result: 1 (interaction). (7) The miRNA is hsa-miR-141-3p with sequence UAACACUGUCUGGUAAAGAUGG. The protein sequence of the target gene is MARPLVPSSQKALLLELKGLQEEPVEGFRVTLVDEGDLYNWEVAIFGPPNTYYEGGYFKARLKFPIDYPYSPPAFRFLTKMWHPNIYETGDVCISILHPPVDDPQSGELPSERWNPTQNVRTILLSVISLLNEPNTFSPANVDASVMYRKWKESKGKDREYTDIIRKQVLGTKVDAERDGVKVPTTLAEYCVKTKAPAPDEGSDLFYDDYYEDGEVEEEADSCFGDDEDDSGTEES. Result: 0 (no interaction).